Task: Predict the product of the given reaction.. Dataset: Forward reaction prediction with 1.9M reactions from USPTO patents (1976-2016) (1) Given the reactants Cl.N[C@H:3]1[CH2:8][CH2:7][C@H:6]([N:9]([CH2:33][CH3:34])[C:10]2[C:25]3[CH2:24][CH:23]=[CH:22][CH2:21][CH2:20][C:19]4[CH:26]=[C:27]([CH3:31])[NH:28][C:29](=[O:30])[C:18]=4[CH2:17][NH:16][C:15](=[O:32])[C:14]=3[CH:13]=[CH:12][CH:11]=2)[CH2:5][CH2:4]1.[CH2:35]=O.[BH3-][C:38]#[N:39].[Na+], predict the reaction product. The product is: [CH3:35][N:39]([CH3:38])[C@H:3]1[CH2:8][CH2:7][C@H:6]([N:9]([CH2:33][CH3:34])[C:10]2[C:25]3[CH2:24][CH:23]=[CH:22][CH2:21][CH2:20][C:19]4[CH:26]=[C:27]([CH3:31])[NH:28][C:29](=[O:30])[C:18]=4[CH2:17][NH:16][C:15](=[O:32])[C:14]=3[CH:13]=[CH:12][CH:11]=2)[CH2:5][CH2:4]1. (2) Given the reactants Cl.[C:2]1([CH3:10])[CH:7]=[CH:6][C:5]([NH:8]N)=[CH:4][CH:3]=1.Cl.Cl[CH2:13][CH2:14][N:15]1[CH2:20][CH2:19][CH2:18][CH2:17][CH2:16]1.C(N(CC)CC)C.Cl.[CH3:29][N:30]1[CH2:35][CH2:34][C:33](=O)[CH2:32][CH2:31]1, predict the reaction product. The product is: [CH3:29][N:30]1[CH2:35][CH2:34][C:33]2[N:8]([CH2:13][CH2:14][N:15]3[CH2:20][CH2:19][CH2:18][CH2:17][CH2:16]3)[C:5]3[CH:4]=[CH:3][C:2]([CH3:10])=[CH:7][C:6]=3[C:32]=2[CH2:31]1. (3) Given the reactants [CH3:1][S:2][C:3](=[S:5])[NH2:4].Cl[CH:7]([C:11](=[O:13])[CH3:12])[C:8](=O)[CH3:9], predict the reaction product. The product is: [CH3:9][C:8]1[N:4]=[C:3]([S:2][CH3:1])[S:5][C:7]=1[C:11](=[O:13])[CH3:12]. (4) Given the reactants [NH2:1][C:2]1[CH:10]=[CH:9][C:8]([Cl:11])=[CH:7][C:3]=1[C:4]([NH2:6])=O.[Cl:12][C:13]1[CH:21]=[CH:20][C:16]([C:17](Cl)=O)=[CH:15][CH:14]=1.[N:22]1([C:28]([O:30][CH2:31][CH3:32])=[O:29])[CH2:27][CH2:26][NH:25][CH2:24][CH2:23]1, predict the reaction product. The product is: [Cl:11][C:8]1[CH:7]=[C:3]2[C:2](=[CH:10][CH:9]=1)[N:1]=[C:17]([C:16]1[CH:20]=[CH:21][C:13]([Cl:12])=[CH:14][CH:15]=1)[N:6]=[C:4]2[N:25]1[CH2:24][CH2:23][N:22]([C:28]([O:30][CH2:31][CH3:32])=[O:29])[CH2:27][CH2:26]1.